From a dataset of Reaction yield outcomes from USPTO patents with 853,638 reactions. Predict the reaction yield, written as a fraction of the theoretical maximum amount of product (1.0 means a 100% yield; for example, 0.34 means a 34% yield). The catalyst is C(O)C.CO. The yield is 0.290. The reactants are Cl.Cl.[NH2:3][CH2:4][CH2:5][CH2:6][CH2:7][C:8]1[CH:23]=[CH:22][C:11]([O:12][CH2:13][C:14]([NH:16][C:17]2[NH:18][CH:19]=[CH:20][N:21]=2)=[O:15])=[CH:10][CH:9]=1.C(N(C(C)C)CC)(C)C.I.[NH2:34][C:35]1[C:36]([C:43]([NH:45][C:46](=[NH:49])SC)=[O:44])=[N:37][C:38]([Cl:42])=[C:39]([NH2:41])[N:40]=1. The product is [NH2:34][C:35]1[C:36]([C:43]([N:45]=[C:46]([NH2:49])[NH:3][CH2:4][CH2:5][CH2:6][CH2:7][C:8]2[CH:23]=[CH:22][C:11]([O:12][CH2:13][C:14]([NH:16][C:17]3[NH:21][CH:20]=[CH:19][N:18]=3)=[O:15])=[CH:10][CH:9]=2)=[O:44])=[N:37][C:38]([Cl:42])=[C:39]([NH2:41])[N:40]=1.